This data is from Reaction yield outcomes from USPTO patents with 853,638 reactions. The task is: Predict the reaction yield, written as a fraction of the theoretical maximum amount of product (1.0 means a 100% yield; for example, 0.34 means a 34% yield). (1) The reactants are COC1C=CC(C[NH:8][C:9]2[CH:14]=[CH:13][C:12]([NH2:15])=[C:11]([S:16][CH2:17]C3C=CC(OC)=CC=3)[N:10]=2)=CC=1.C(O)(C(F)(F)F)=O.C(Cl)(Cl)Cl. The catalyst is C(O)=O. The product is [N:15]1[C:12]2[C:11](=[N:10][C:9]([NH2:8])=[CH:14][CH:13]=2)[S:16][CH:17]=1. The yield is 0.840. (2) The product is [F:2][C:3]1[CH:4]=[C:5]([CH:43]=[CH:44][CH:45]=1)[CH2:6][N:7]1[CH:11]=[C:10]([C:12]2[C:20]3[C:15](=[N:16][CH:17]=[C:18]([C:21]4[CH:22]=[CH:23][C:24]([CH:27]5[CH2:32][CH2:31][NH:30][CH2:29][CH2:28]5)=[CH:25][CH:26]=4)[CH:19]=3)[NH:14][CH:13]=2)[CH:9]=[N:8]1. The yield is 0.0500. The reactants are Cl.[F:2][C:3]1[CH:4]=[C:5]([CH:43]=[CH:44][CH:45]=1)[CH2:6][N:7]1[CH:11]=[C:10]([C:12]2[C:20]3[C:15](=[N:16][CH:17]=[C:18]([C:21]4[CH:26]=[CH:25][C:24]([CH:27]5[CH2:32][CH2:31][NH:30][CH2:29][CH2:28]5)=[CH:23][CH:22]=4)[CH:19]=3)[N:14](S(C3C=CC(C)=CC=3)(=O)=O)[CH:13]=2)[CH:9]=[N:8]1.FC1C=C(C=CC=1)CN1C=C(C2C3C(=NC=C(C4C=CC(C5CCN(C[C@@H](O)C)CC5)=CC=4)C=3)N(S(C3C=CC(C)=CC=3)(=O)=O)C=2)C=N1.[OH-].[Li+]. The catalyst is C1COCC1.CO.O. (3) The reactants are [NH2:1][C:2]1[CH:7]=[CH:6][CH:5]=[CH:4][CH:3]=1.N1C=CC=CC=1.Cl[S:15]([C:18]1[CH:23]=[CH:22][C:21]([CH:24]=[CH:25][C:26]([OH:28])=[O:27])=[CH:20][CH:19]=1)(=[O:17])=[O:16]. The catalyst is ClCCl. The product is [C:2]1([NH:1][S:15]([C:18]2[CH:19]=[CH:20][C:21]([CH:24]=[CH:25][C:26]([OH:28])=[O:27])=[CH:22][CH:23]=2)(=[O:17])=[O:16])[CH:7]=[CH:6][CH:5]=[CH:4][CH:3]=1. The yield is 0.540. (4) The reactants are C([O-])([O-])=O.[K+:5].[K+].[CH2:7]([N:14]1[C:21]2[CH:20]=[C:19]([C:22]([OH:24])=[O:23])[NH:18][C:17]=2[CH:16]=[CH:15]1)[C:8]1[CH:13]=[CH:12][CH:11]=[CH:10][CH:9]=1. The catalyst is O.CO. The product is [K+:5].[CH2:7]([N:14]1[C:21]2[CH:20]=[C:19]([C:22]([O-:24])=[O:23])[NH:18][C:17]=2[CH:16]=[CH:15]1)[C:8]1[CH:9]=[CH:10][CH:11]=[CH:12][CH:13]=1. The yield is 0.980. (5) The product is [C:14]([O:13][C:11]([N:6]1[CH2:5][CH2:4][CH2:3][C:2]1([CH3:8])[CH3:1])=[O:12])([CH3:17])([CH3:16])[CH3:15]. The yield is 0.430. The reactants are [CH3:1][C:2]1([CH3:8])[NH:6][C:5](=O)[CH2:4][CH2:3]1.[OH-].[Na+].[C:11](O[C:11]([O:13][C:14]([CH3:17])([CH3:16])[CH3:15])=[O:12])([O:13][C:14]([CH3:17])([CH3:16])[CH3:15])=[O:12].C(N(CC)CC)C.CN(C1C=CC=CN=1)C. The catalyst is C1COCC1.O.